Task: Regression/Classification. Given a drug SMILES string, predict its toxicity properties. Task type varies by dataset: regression for continuous values (e.g., LD50, hERG inhibition percentage) or binary classification for toxic/non-toxic outcomes (e.g., AMES mutagenicity, cardiotoxicity, hepatotoxicity). Dataset: ames.. Dataset: Ames mutagenicity test results for genotoxicity prediction (1) The molecule is O=[N+]([O-])c1cc(NS(=O)(=O)c2cccc3cccnc23)ccc1Cl. The result is 0 (non-mutagenic). (2) The drug is O=CNc1nc(-c2ccc([N+](=O)[O-])cc2)cs1. The result is 1 (mutagenic). (3) The result is 1 (mutagenic). The molecule is CNc1ccc(N=Nc2ccc(N(C)C(C)=O)cc2)cc1. (4) The molecule is CCOc1ccccc1N. The result is 0 (non-mutagenic). (5) The compound is CS(=O)(=O)Nc1ccc(Nc2c3ccccc3nc3cc(N=[N+]=[N-])ccc23)cc1. The result is 1 (mutagenic). (6) The molecule is O/N=C/c1ccccn1. The result is 0 (non-mutagenic).